Dataset: Catalyst prediction with 721,799 reactions and 888 catalyst types from USPTO. Task: Predict which catalyst facilitates the given reaction. (1) Reactant: [Br:1][C:2]1[CH:3]=[CH:4][C:5]([Cl:16])=[C:6]([CH:15]=1)[CH2:7][C:8]1[CH:13]=[CH:12][C:11]([OH:14])=[CH:10][CH:9]=1.C(=O)([O-])[O-].[Cs+].[Cs+].[O:23]1[CH2:26][CH:25](OS(C2C=CC(C)=CC=2)(=O)=O)[CH2:24]1.Cl. Product: [Br:1][C:2]1[CH:3]=[CH:4][C:5]([Cl:16])=[C:6]([CH:15]=1)[CH2:7][C:8]1[CH:13]=[CH:12][C:11]([O:14][CH:25]2[CH2:26][O:23][CH2:24]2)=[CH:10][CH:9]=1. The catalyst class is: 288. (2) Reactant: Cl[C:2]1[N:10]=[C:9]([Cl:11])[CH:8]=[CH:7][C:3]=1[C:4]([NH2:6])=[O:5].[OH:12][C:13]1[CH:27]=[CH:26][C:16]([O:17][C:18]2[CH:19]=[C:20]([CH:23]=[CH:24][CH:25]=2)[C:21]#[N:22])=[CH:15][CH:14]=1.C(=O)([O-])[O-].[Cs+].[Cs+]. Product: [Cl:11][C:9]1[CH:8]=[CH:7][C:3]([C:4]([NH2:6])=[O:5])=[C:2]([O:12][C:13]2[CH:27]=[CH:26][C:16]([O:17][C:18]3[CH:25]=[CH:24][CH:23]=[C:20]([C:21]#[N:22])[CH:19]=3)=[CH:15][CH:14]=2)[N:10]=1. The catalyst class is: 3. (3) The catalyst class is: 1. Product: [CH3:19][O:18][CH2:17][C:7]1[N:8]=[C:9]([C:11]2[CH:12]=[CH:13][CH:14]=[CH:15][CH:16]=2)[S:10][C:6]=1[C:4](=[O:5])[CH3:21]. Reactant: CON(C)[C:4]([C:6]1[S:10][C:9]([C:11]2[CH:16]=[CH:15][CH:14]=[CH:13][CH:12]=2)=[N:8][C:7]=1[CH2:17][O:18][CH3:19])=[O:5].[CH3:21][Mg]Br.C1(C)C=CC=CC=1.C1COCC1. (4) Reactant: [Cl:1][C:2]1[C:7]([N+:8]([O-:10])=[O:9])=[C:6]([NH:11][C@@H:12]([CH3:15])[CH2:13][OH:14])[C:5]([CH3:16])=[C:4]([CH3:17])[N:3]=1.[Si:18](Cl)([C:21]([CH3:24])([CH3:23])[CH3:22])([CH3:20])[CH3:19]. Product: [Si:18]([O:14][CH2:13][C@@H:12]([NH:11][C:6]1[C:5]([CH3:16])=[C:4]([CH3:17])[N:3]=[C:2]([Cl:1])[C:7]=1[N+:8]([O-:10])=[O:9])[CH3:15])([C:21]([CH3:24])([CH3:23])[CH3:22])([CH3:20])[CH3:19]. The catalyst class is: 383. (5) Reactant: [Cl:1][CH:2]1[C:4](Cl)(Cl)[C:3]1(Cl)Cl.[CH:9]([NH:12][CH:13]([CH3:15])[CH3:14])([CH3:11])[CH3:10]. Product: [Cl-:1].[CH:9]([N:12]([CH:13]([CH3:15])[CH3:14])[C:3]1[CH2+:2]([Cl:1])[C:4]=1[N:12]([CH:13]([CH3:15])[CH3:14])[CH:9]([CH3:11])[CH3:10])([CH3:11])[CH3:10]. The catalyst class is: 2. (6) Reactant: [Br:1][C:2]1[CH:17]=[CH:16][C:5]([CH2:6][O:7][CH:8]([CH2:12][CH:13]([CH3:15])[CH3:14])[C:9]([OH:11])=O)=[CH:4][CH:3]=1.Cl.[NH2:19][CH2:20][C:21]#[N:22].CN(C(ON1N=NC2C=CC=NC1=2)=[N+](C)C)C.F[P-](F)(F)(F)(F)F.C(N(CC)CC)C. Product: [Br:1][C:2]1[CH:3]=[CH:4][C:5]([CH2:6][O:7][CH:8]([CH2:12][CH:13]([CH3:15])[CH3:14])[C:9]([NH:22][CH2:21][C:20]#[N:19])=[O:11])=[CH:16][CH:17]=1. The catalyst class is: 248. (7) Reactant: Cl[C:2]1[C:11]2[C:6](=[CH:7][CH:8]=[CH:9][CH:10]=2)[N:5]=[C:4]2[N:12]([C:16]3[CH:21]=[CH:20][CH:19]=[CH:18][N:17]=3)[N:13]=[C:14]([CH3:15])[C:3]=12.[CH:22]1([NH2:25])[CH2:24][CH2:23]1. Product: [CH:22]1([NH:25][C:2]2[C:11]3[C:6](=[CH:7][CH:8]=[CH:9][CH:10]=3)[N:5]=[C:4]3[N:12]([C:16]4[CH:21]=[CH:20][CH:19]=[CH:18][N:17]=4)[N:13]=[C:14]([CH3:15])[C:3]=23)[CH2:24][CH2:23]1. The catalyst class is: 7.